Predict which catalyst facilitates the given reaction. From a dataset of Catalyst prediction with 721,799 reactions and 888 catalyst types from USPTO. (1) The catalyst class is: 7. Reactant: [C:1]([C:3]1[CH:8]=[CH:7][CH:6]=[CH:5][C:4]=1[C:9]1[CH:14]=[CH:13][C:12]([CH2:15][C:16]2[C:17](=[O:42])[N:18]([C:28]3[CH:41]=[CH:40][C:31]([O:32][CH2:33][C:34](N(OC)C)=[O:35])=[CH:30][CH:29]=3)[C:19]3[N:20]([N:25]=[CH:26][CH:27]=3)[C:21]=2[CH2:22][CH2:23][CH3:24])=[CH:11][CH:10]=1)#[N:2].[CH3:43][Mg]Br.C(OCC)(=O)C.[Cl-].[NH4+]. Product: [OH:35][CH:34]([CH3:43])[CH2:33][O:32][C:31]1[CH:30]=[CH:29][C:28]([N:18]2[C:17](=[O:42])[C:16]([CH2:15][C:12]3[CH:13]=[CH:14][C:9]([C:4]4[C:3]([C:1]#[N:2])=[CH:8][CH:7]=[CH:6][CH:5]=4)=[CH:10][CH:11]=3)=[C:21]([CH2:22][CH2:23][CH3:24])[N:20]3[N:25]=[CH:26][CH:27]=[C:19]23)=[CH:41][CH:40]=1. (2) Reactant: [CH3:1][O:2][CH2:3][C@H:4]([NH:11][C:12]([C:14]1[C:15]2[CH:16]=[CH:17][NH:18][C:19]=2[CH:20]=[CH:21][CH:22]=1)=[O:13])[C:5]1[CH:10]=[CH:9][CH:8]=[CH:7][CH:6]=1.[NH2:23][C:24]1[N:29]=[C:28](Cl)[CH:27]=[CH:26][N:25]=1.C(NC1C=C(C=CC=1)CNC(C1C2C=CN(C3C=CN=C(N)N=3)C=2C=CC=1)=O)(=O)C. Product: [NH2:23][C:24]1[N:29]=[C:28]([N:18]2[C:19]3[CH:20]=[CH:21][CH:22]=[C:14]([C:12]([NH:11][C@H:4]([C:5]4[CH:6]=[CH:7][CH:8]=[CH:9][CH:10]=4)[CH2:3][O:2][CH3:1])=[O:13])[C:15]=3[CH:16]=[CH:17]2)[CH:27]=[CH:26][N:25]=1. The catalyst class is: 6. (3) Reactant: [CH3:1][O:2][C:3]1[N:4]=[C:5]2[C:10](=[CH:11][CH:12]=1)[N:9]=[CH:8][CH:7]=[C:6]2OS(C(F)(F)F)(=O)=O.[CH2:21]([Sn](CCCC)(CCCC)C=C)[CH2:22]CC. Product: [CH3:1][O:2][C:3]1[CH:12]=[CH:11][C:10]2[C:5](=[C:6]([CH:21]=[CH2:22])[CH:7]=[CH:8][N:9]=2)[N:4]=1. The catalyst class is: 3. (4) Reactant: [CH2:1]([O:3][P:4]([C:9]1[CH:18]=[CH:17][C:16]2[C:11](=[C:12]([C:22]3[C:31]4[C:26](=[CH:27][CH:28]=[CH:29][CH:30]=4)[CH:25]=[CH:24][CH:23]=3)[CH:13]=[C:14]([N+:19]([O-])=O)[CH:15]=2)[N:10]=1)(=[O:8])[O:5][CH2:6][CH3:7])[CH3:2]. Product: [CH2:1]([O:3][P:4]([C:9]1[CH:18]=[CH:17][C:16]2[C:11](=[C:12]([C:22]3[C:31]4[C:26](=[CH:27][CH:28]=[CH:29][CH:30]=4)[CH:25]=[CH:24][CH:23]=3)[CH:13]=[C:14]([NH2:19])[CH:15]=2)[N:10]=1)(=[O:8])[O:5][CH2:6][CH3:7])[CH3:2]. The catalyst class is: 446.